This data is from Forward reaction prediction with 1.9M reactions from USPTO patents (1976-2016). The task is: Predict the product of the given reaction. (1) Given the reactants [NH2:1][C:2]1[CH:10]=[CH:9][C:5]([C:6]([OH:8])=[O:7])=[CH:4][C:3]=1[O:11][CH3:12].[C:13](NC1C=CC(C(O)=O)=CC=1)([O:15][C:16]([CH3:19])([CH3:18])[CH3:17])=[O:14], predict the reaction product. The product is: [C:13]([NH:1][C:2]1[CH:10]=[CH:9][C:5]([C:6]([OH:8])=[O:7])=[CH:4][C:3]=1[O:11][CH3:12])([O:15][C:16]([CH3:19])([CH3:18])[CH3:17])=[O:14]. (2) The product is: [Br:10][C:11]1[CH:16]=[CH:15][C:14]([N:1]2[CH:5]=[CH:4][CH:3]=[C:2]2[CH2:6][O:8][C:9]2[CH:24]=[CH:23][C:22]([CH2:29][CH2:30][C:31]([OH:33])=[O:32])=[C:21]([CH3:20])[C:26]=2[CH3:25])=[CH:13][CH:12]=1. Given the reactants [NH:1]1[CH:5]=[CH:4][CH:3]=[C:2]1[C:6]([O:8][CH3:9])=O.[Br:10][C:11]1[CH:16]=[CH:15][C:14](B(O)O)=[CH:13][CH:12]=1.[CH3:20][C:21]1[C:26](C)=[C:25](O)[CH:24]=[CH:23][C:22]=1[CH2:29][CH2:30][C:31]([O:33]CC)=[O:32], predict the reaction product. (3) Given the reactants S(Cl)([Cl:3])=O.[F:5][C:6]1[CH:11]=[C:10]([O:12][CH3:13])[CH:9]=[C:8]([F:14])[C:7]=1[C:15](O)([CH3:20])[C:16]([F:19])([F:18])[F:17].N1C=CC=CC=1, predict the reaction product. The product is: [Cl:3][C:15]([C:7]1[C:6]([F:5])=[CH:11][C:10]([O:12][CH3:13])=[CH:9][C:8]=1[F:14])([CH3:20])[C:16]([F:19])([F:18])[F:17]. (4) The product is: [F:26][C:27]1[C:32]([CH:33]=[O:34])=[CH:31][CH:30]=[CH:29][C:28]=1[C:2]1[N:6]([S:7]([C:10]2[CH:11]=[N:12][CH:13]=[CH:14][CH:15]=2)(=[O:9])=[O:8])[CH:5]=[C:4]([CH2:16][N:17]([CH3:25])[C:18](=[O:24])[O:19][C:20]([CH3:23])([CH3:22])[CH3:21])[CH:3]=1. Given the reactants Br[C:2]1[N:6]([S:7]([C:10]2[CH:11]=[N:12][CH:13]=[CH:14][CH:15]=2)(=[O:9])=[O:8])[CH:5]=[C:4]([CH2:16][N:17]([CH3:25])[C:18](=[O:24])[O:19][C:20]([CH3:23])([CH3:22])[CH3:21])[CH:3]=1.[F:26][C:27]1[C:32]([CH:33]=[O:34])=[CH:31][CH:30]=[CH:29][C:28]=1B(O)O.C(=O)([O-])[O-].[Na+].[Na+], predict the reaction product. (5) Given the reactants [C:1]1([CH:7]([C:20]2[CH:25]=[CH:24][CH:23]=[CH:22][CH:21]=2)[CH2:8][CH2:9][NH:10][C:11](=[O:19])[C:12]2[CH:17]=[CH:16][CH:15]=[N:14][C:13]=2F)[CH:6]=[CH:5][CH:4]=[CH:3][CH:2]=1.[N:26]1([CH2:32][CH2:33][NH2:34])[CH2:31][CH2:30][CH2:29][CH2:28][CH2:27]1, predict the reaction product. The product is: [C:1]1([CH:7]([C:20]2[CH:25]=[CH:24][CH:23]=[CH:22][CH:21]=2)[CH2:8][CH2:9][NH:10][C:11](=[O:19])[C:12]2[CH:17]=[CH:16][CH:15]=[N:14][C:13]=2[NH:34][CH2:33][CH2:32][N:26]2[CH2:31][CH2:30][CH2:29][CH2:28][CH2:27]2)[CH:6]=[CH:5][CH:4]=[CH:3][CH:2]=1. (6) Given the reactants CCOC(C)=O.CO.[Li+].[OH-].[CH3:11][O:12][CH2:13][O:14][C:15]1[CH:24]=[CH:23][CH:22]=[CH:21][C:16]=1[C:17]([O:19]C)=[O:18], predict the reaction product. The product is: [CH3:11][O:12][CH2:13][O:14][C:15]1[CH:24]=[CH:23][CH:22]=[CH:21][C:16]=1[C:17]([OH:19])=[O:18]. (7) The product is: [CH2:3]([O:5][C:6](=[O:39])[C:7]([CH3:38])([O:9][C:10]1[CH:15]=[CH:14][C:13]([O:16][C:17]2[CH:22]=[CH:21][CH:20]=[C:19]([CH2:23][N:24]([CH3:40])[C:25](=[O:36])[C:26]3[CH:27]=[CH:28][C:29]([C:32]([F:35])([F:33])[F:34])=[CH:30][CH:31]=3)[CH:18]=2)=[CH:12][C:11]=1[CH3:37])[CH3:8])[CH3:4]. Given the reactants [H-].[Na+].[CH2:3]([O:5][C:6](=[O:39])[C:7]([CH3:38])([O:9][C:10]1[CH:15]=[CH:14][C:13]([O:16][C:17]2[CH:22]=[CH:21][CH:20]=[C:19]([CH2:23][NH:24][C:25](=[O:36])[C:26]3[CH:31]=[CH:30][C:29]([C:32]([F:35])([F:34])[F:33])=[CH:28][CH:27]=3)[CH:18]=2)=[CH:12][C:11]=1[CH3:37])[CH3:8])[CH3:4].[CH3:40]I.Cl, predict the reaction product. (8) Given the reactants [Br:1][C:2]1[CH:7]=[C:6]([C:8]2[C:20]3[C:19]([CH3:21])=[C:18]([CH3:22])[S:17][C:16]=3[C:15]([Br:23])=[C:14]3[C:9]=2[CH:10]=[CH:11][CH:12]=[CH:13]3)[CH:5]=[C:4]([Br:24])[C:3]=1[OH:25].O[C@@H:27]([CH2:31][CH2:32][C:33]1[CH:38]=[CH:37][CH:36]=[CH:35][CH:34]=1)[C:28]([O-:30])=[O:29].BrBr, predict the reaction product. The product is: [Br:24][C:4]1[CH:5]=[C:6]([C:8]2[C:20]3[C:19]([CH3:21])=[C:18]([CH3:22])[S:17][C:16]=3[C:15]([Br:23])=[C:14]3[C:9]=2[CH:10]=[CH:11][CH:12]=[CH:13]3)[CH:7]=[C:2]([Br:1])[C:3]=1[O:25][C@H:27]([CH2:31][CH2:32][C:33]1[CH:38]=[CH:37][CH:36]=[CH:35][CH:34]=1)[C:28]([OH:30])=[O:29]. (9) The product is: [O-:12][N+:4]1[C:5]2[CH:11]=[CH:10][CH:9]=[CH:8][C:6]=2[N:7]=[C:2]([NH:13][CH2:14][CH2:15][N:16]([CH2:24][CH2:25][NH:26][C:32]2[N:3]=[N+:4]([O-:12])[C:5]3[CH:6]=[CH:8][CH:9]=[CH:31][C:30]=3[N:29]=2)[C:17](=[O:23])[O:18][C:19]([CH3:20])([CH3:21])[CH3:22])[N:3]=1. Given the reactants Cl[C:2]1[N:3]=[N+:4]([O-:12])[C:5]2[CH:11]=[CH:10][CH:9]=[CH:8][C:6]=2[N:7]=1.[NH2:13][CH2:14][CH2:15][N:16]([CH2:24][CH2:25][NH2:26])[C:17](=[O:23])[O:18][C:19]([CH3:22])([CH3:21])[CH3:20].CC[N:29]([CH2:32]C)[CH2:30][CH3:31], predict the reaction product.